Dataset: Reaction yield outcomes from USPTO patents with 853,638 reactions. Task: Predict the reaction yield, written as a fraction of the theoretical maximum amount of product (1.0 means a 100% yield; for example, 0.34 means a 34% yield). (1) The reactants are [CH3:1][C:2]1[N:3]=[C:4]([C:8]2[CH:9]=[CH:10][C:11]([N:14]([CH2:34][CH2:35][CH3:36])[CH2:15][CH2:16][CH2:17][O:18][C:19]3[CH:20]=[C:21]4[C:25](=[CH:26][CH:27]=3)[C@H:24]([CH2:28][C:29]([O:31]CC)=[O:30])[CH2:23][CH2:22]4)=[N:12][CH:13]=2)[S:5][C:6]=1[CH3:7].CO.O. The catalyst is C1COCC1. The product is [CH3:1][C:2]1[N:3]=[C:4]([C:8]2[CH:9]=[CH:10][C:11]([N:14]([CH2:34][CH2:35][CH3:36])[CH2:15][CH2:16][CH2:17][O:18][C:19]3[CH:20]=[C:21]4[C:25](=[CH:26][CH:27]=3)[C@H:24]([CH2:28][C:29]([OH:31])=[O:30])[CH2:23][CH2:22]4)=[N:12][CH:13]=2)[S:5][C:6]=1[CH3:7]. The yield is 0.860. (2) The reactants are [F:1][C:2]1[C:19]([C:20]#[C:21][C:22]([OH:37])([C:24]2[N:28]=[CH:27][N:26](COCC[Si](C)(C)C)[N:25]=2)[CH3:23])=[CH:18][C:5]2[C:6]3[N:7]([CH:12]=[C:13]([C:15]([NH2:17])=[O:16])[N:14]=3)[CH:8]3[CH2:11][CH:10]([C:4]=2[CH:3]=1)[CH2:9]3.FC(F)(F)C(O)=O. The catalyst is C(Cl)Cl. The product is [F:1][C:2]1[C:19]([C:20]#[C:21][C:22]([OH:37])([C:24]2[N:28]=[CH:27][NH:26][N:25]=2)[CH3:23])=[CH:18][C:5]2[C:6]3[N:7]([CH:12]=[C:13]([C:15]([NH2:17])=[O:16])[N:14]=3)[CH:8]3[CH2:9][CH:10]([C:4]=2[CH:3]=1)[CH2:11]3. The yield is 0.0110.